This data is from Catalyst prediction with 721,799 reactions and 888 catalyst types from USPTO. The task is: Predict which catalyst facilitates the given reaction. The catalyst class is: 7. Reactant: [CH3:1][O:2][C:3]1[CH:4]=[C:5]2[C:10](=[CH:11][C:12]=1[O:13][CH3:14])[N:9]=[CH:8][CH:7]=[C:6]2[O:15][C:16]1[CH:23]=[CH:22][C:21]([I:24])=[CH:20][C:17]=1[CH:18]=[O:19].[CH2:25]([Mg]Br)[CH3:26].O. Product: [CH3:1][O:2][C:3]1[CH:4]=[C:5]2[C:10](=[CH:11][C:12]=1[O:13][CH3:14])[N:9]=[CH:8][CH:7]=[C:6]2[O:15][C:16]1[CH:23]=[CH:22][C:21]([I:24])=[CH:20][C:17]=1[CH:18]([OH:19])[CH2:25][CH3:26].